Predict which catalyst facilitates the given reaction. From a dataset of Catalyst prediction with 721,799 reactions and 888 catalyst types from USPTO. (1) Product: [C:1]([O:5][C:6](=[O:19])[CH:7]([O:9][C:10]1[CH:15]=[CH:14][C:13]([CH2:16][NH2:17])=[C:12]([F:18])[CH:11]=1)[CH3:8])([CH3:2])([CH3:3])[CH3:4]. The catalyst class is: 105. Reactant: [C:1]([O:5][C:6](=[O:19])[CH:7]([O:9][C:10]1[CH:15]=[CH:14][C:13]([C:16]#[N:17])=[C:12]([F:18])[CH:11]=1)[CH3:8])([CH3:4])([CH3:3])[CH3:2].[H][H]. (2) Reactant: [N+:1]([C:4]1[C:5]([CH:14]=O)=[CH:6][CH:7]=[C:8]2[C:13]=1[N:12]=[CH:11][CH:10]=[CH:9]2)([O-:3])=[O:2].[NH2:16][C:17]1[CH:22]=[CH:21][CH:20]=[CH:19][CH:18]=1.[BH4-].[Na+]. Product: [N+:1]([C:4]1[C:5]([CH2:14][NH:16][C:17]2[CH:22]=[CH:21][CH:20]=[CH:19][CH:18]=2)=[CH:6][CH:7]=[C:8]2[C:13]=1[N:12]=[CH:11][CH:10]=[CH:9]2)([O-:3])=[O:2]. The catalyst class is: 5. (3) Reactant: [C:1]([O:5][C:6]([NH:8][C@@H:9]([C:11]1[CH:20]=[CH:19][C:18]2[C:13](=[CH:14][C:15](/[CH:21]=[CH:22]/[C@:23]([CH2:28][O:29][CH3:30])([CH3:27])[C:24]([OH:26])=[O:25])=[CH:16][CH:17]=2)[N:12]=1)[CH3:10])=[O:7])([CH3:4])([CH3:3])[CH3:2].[Cl:31][C:32]([Cl:56])([Cl:55])[CH2:33][O:34][C:35]([C@@H:37]1[CH2:42][CH2:41][CH2:40][N:39]([C:43](=[O:54])[C@@H:44]([NH:46][C:47](=[O:53])[C@@H:48](O)[CH:49]([CH3:51])[CH3:50])[CH3:45])[NH:38]1)=[O:36].C(N(CC)C(C)C)(C)C.CC1C=CC=C([N+]([O-])=O)C=1C(OC(=O)C1C([N+]([O-])=O)=CC=CC=1C)=O.C(=O)([O-])O.[Na+]. Product: [Cl:55][C:32]([Cl:31])([Cl:56])[CH2:33][O:34][C:35]([C@@H:37]1[CH2:42][CH2:41][CH2:40][N:39]([C:43](=[O:54])[C@@H:44]([NH:46][C:47](=[O:53])[C@@H:48]([O:25][C:24](=[O:26])[C@@:23]([CH2:28][O:29][CH3:30])([CH3:27])/[CH:22]=[CH:21]/[C:15]2[CH:14]=[C:13]3[C:18]([CH:19]=[CH:20][C:11]([C@H:9]([NH:8][C:6]([O:5][C:1]([CH3:3])([CH3:4])[CH3:2])=[O:7])[CH3:10])=[N:12]3)=[CH:17][CH:16]=2)[CH:49]([CH3:50])[CH3:51])[CH3:45])[NH:38]1)=[O:36]. The catalyst class is: 112. (4) Reactant: [NH2:1][CH:2]([C:7]([OH:9])=[O:8])[CH2:3][CH2:4][S:5][CH3:6].[OH-].[Na+].[C:12](Cl)(=[O:19])[C:13]1[CH:18]=[CH:17][CH:16]=[CH:15][CH:14]=1. Product: [C:12]([NH:1][C@H:2]([C:7]([OH:9])=[O:8])[CH2:3][CH2:4][S:5][CH3:6])(=[O:19])[C:13]1[CH:18]=[CH:17][CH:16]=[CH:15][CH:14]=1. The catalyst class is: 6. (5) Reactant: [NH2:1][CH2:2][C@@H:3]1[O:7][C:6](=[O:8])[N:5]([C:9]2[CH:14]=[C:13]([F:15])[C:12]([CH:16]3[CH2:21][NH:20][C:19](=[O:22])[CH2:18][CH2:17]3)=[C:11]([F:23])[CH:10]=2)[CH2:4]1.FC1C=C(N2C[C@H](CNC(=O)C)OC2=O)C=C(F)C=1I.CCN(CC)CC.Cl[CH:52](Cl)/[CH:53]=[N:54]/[NH:55]S(C1C=CC(C)=CC=1)(=O)=O. Product: [F:23][C:11]1[CH:10]=[C:9]([N:5]2[CH2:4][C@H:3]([CH2:2][N:1]3[CH:52]=[CH:53][N:54]=[N:55]3)[O:7][C:6]2=[O:8])[CH:14]=[C:13]([F:15])[C:12]=1[CH:16]1[CH2:21][NH:20][C:19](=[O:22])[CH2:18][CH2:17]1. The catalyst class is: 5. (6) Reactant: [CH3:1][O:2][C:3]1[CH:4]=[C:5]2[C:10](=[CH:11][C:12]=1[O:13][CH3:14])[N:9]=[CH:8][N:7]=[C:6]2[O:15][C:16]1[CH:22]=[CH:21][C:19]([NH2:20])=[C:18]([N+:23]([O-:25])=[O:24])[CH:17]=1.ClC(Cl)(O[C:30](=[O:36])[O:31][C:32](Cl)(Cl)Cl)Cl.[Cl:38][C:39]1[CH:44]=[CH:43][CH:42]=[CH:41][C:40]=1CO.C(=O)(O)[O-].[Na+]. Product: [CH3:1][O:2][C:3]1[CH:4]=[C:5]2[C:10](=[CH:11][C:12]=1[O:13][CH3:14])[N:9]=[CH:8][N:7]=[C:6]2[O:15][C:16]1[CH:22]=[CH:21][C:19]([NH:20][C:30](=[O:36])[O:31][CH2:32][C:40]2[CH:41]=[CH:42][CH:43]=[CH:44][C:39]=2[Cl:38])=[C:18]([N+:23]([O-:25])=[O:24])[CH:17]=1. The catalyst class is: 208.